This data is from Full USPTO retrosynthesis dataset with 1.9M reactions from patents (1976-2016). The task is: Predict the reactants needed to synthesize the given product. Given the product [O:12]=[C:6]1[NH:7][C:8]2[N:9]=[CH:10][CH:11]=[C:2]([O:13][C:14]3[CH:23]=[C:22]4[C:17]([CH2:18][CH2:19][CH:20]([C:24]([OH:26])=[O:25])[CH2:21]4)=[CH:16][CH:15]=3)[C:3]=2[CH:4]=[CH:5]1, predict the reactants needed to synthesize it. The reactants are: Cl[C:2]1[CH:11]=[CH:10][N:9]=[C:8]2[C:3]=1[CH:4]=[CH:5][C:6](=[O:12])[NH:7]2.[OH:13][C:14]1[CH:23]=[C:22]2[C:17]([CH2:18][CH2:19][CH:20]([C:24]([OH:26])=[O:25])[CH2:21]2)=[CH:16][CH:15]=1.C(=O)([O-])[O-].[Cs+].[Cs+].Cl.